From a dataset of Catalyst prediction with 721,799 reactions and 888 catalyst types from USPTO. Predict which catalyst facilitates the given reaction. (1) Reactant: [CH3:1][S:2][C:3]1[O:4][C:5]2[CH:11]=[CH:10][CH:9]=[CH:8][C:6]=2[N:7]=1.ClC1C=CC=C(C(OO)=[O:20])C=1.C([O-])(O)=O.[Na+]. Product: [CH3:1][S:2]([C:3]1[O:4][C:5]2[CH:11]=[CH:10][CH:9]=[CH:8][C:6]=2[N:7]=1)=[O:20]. The catalyst class is: 2. (2) Reactant: [CH3:1][C:2]([C:4]1[CH:9]=[CH:8][C:7]([Br:10])=[CH:6][CH:5]=1)=O.S(=O)(=O)(O)O.S(OS([O-])(=O)=O)([O-])(=O)=O.[K+].[K+]. Product: [Br:10][C:7]1[CH:8]=[CH:9][C:4]([C:2]2[CH:1]=[C:2]([C:4]3[CH:9]=[CH:8][C:7]([Br:10])=[CH:6][CH:5]=3)[CH:1]=[C:2]([C:4]3[CH:9]=[CH:8][C:7]([Br:10])=[CH:6][CH:5]=3)[CH:1]=2)=[CH:5][CH:6]=1. The catalyst class is: 8. (3) Reactant: C([O:4][C:5]([C:7]1[C:16]([O:17][CH2:18][C:19]2[CH:24]=[CH:23][CH:22]=[CH:21][CH:20]=2)=[CH:15][C:14]2[C:9](=[CH:10][C:11]([O:25][CH2:26][CH2:27][CH3:28])=[CH:12][CH:13]=2)[CH:8]=1)=[O:6])CC.[OH-].[Na+]. Product: [CH2:18]([O:17][C:16]1[C:7]([C:5]([OH:6])=[O:4])=[CH:8][C:9]2[C:14]([CH:15]=1)=[CH:13][CH:12]=[C:11]([O:25][CH2:26][CH2:27][CH3:28])[CH:10]=2)[C:19]1[CH:20]=[CH:21][CH:22]=[CH:23][CH:24]=1. The catalyst class is: 14. (4) Product: [CH2:30]([N:14]1[C:10]([C:7]2[CH:6]=[CH:5][C:4]([CH3:3])=[CH:9][CH:8]=2)=[C:11]([C:24]2[CH:25]=[CH:26][N:27]=[CH:28][CH:29]=2)[N:12]=[C:13]1[C:15]1[C:20]([CH3:21])=[CH:19][C:18]([CH3:22])=[CH:17][C:16]=1[CH3:23])[CH3:31]. The catalyst class is: 39. Reactant: [H-].[Na+].[CH3:3][C:4]1[CH:9]=[CH:8][C:7]([C:10]2[NH:14][C:13]([C:15]3[C:20]([CH3:21])=[CH:19][C:18]([CH3:22])=[CH:17][C:16]=3[CH3:23])=[N:12][C:11]=2[C:24]2[CH:29]=[CH:28][N:27]=[CH:26][CH:25]=2)=[CH:6][CH:5]=1.[CH2:30](Br)[CH3:31]. (5) Reactant: [CH3:1][CH:2]([NH:4][CH2:5][CH:6]([OH:18])[C:7]1[CH:8]=[CH:9][C:10]([NH:13][S:14]([CH3:17])(=[O:16])=[O:15])=[CH:11][CH:12]=1)[CH3:3].Cl. Product: [CH3:3][CH:2]([NH:4][CH2:5][CH:6]([OH:18])[C:7]1[CH:8]=[CH:9][C:10]([NH:13][S:14]([CH3:17])(=[O:16])=[O:15])=[CH:11][CH:12]=1)[CH3:1]. The catalyst class is: 6.